Predict the product of the given reaction. From a dataset of Forward reaction prediction with 1.9M reactions from USPTO patents (1976-2016). (1) Given the reactants [O:1]1[C:5]2([CH2:10][CH2:9][CH:8]([C:11]([O:13][CH2:14][CH3:15])=[O:12])[CH2:7][CH2:6]2)[O:4][CH2:3][CH2:2]1.[Li+].CC([N-]C(C)C)C.[C:24](=O)([O:27]C)[O:25][CH3:26], predict the reaction product. The product is: [O:1]1[C:5]2([CH2:10][CH2:9][C:8]([C:24]([O:25][CH3:26])=[O:27])([C:11]([O:13][CH2:14][CH3:15])=[O:12])[CH2:7][CH2:6]2)[O:4][CH2:3][CH2:2]1. (2) Given the reactants [Cl:1][C:2]1[CH:7]=[CH:6][C:5]([S:8]([N:11]([CH2:21][C:22]2[CH:23]=[CH:24][C:25]([O:32][CH3:33])=[C:26]([CH:31]=2)[C:27]([O:29]C)=[O:28])[C@H:12]([C:15]2[CH:20]=[CH:19][CH:18]=[CH:17][CH:16]=2)[CH2:13][CH3:14])(=[O:10])=[O:9])=[CH:4][CH:3]=1.O.[OH-].[Li+], predict the reaction product. The product is: [Cl:1][C:2]1[CH:7]=[CH:6][C:5]([S:8]([N:11]([CH2:21][C:22]2[CH:23]=[CH:24][C:25]([O:32][CH3:33])=[C:26]([CH:31]=2)[C:27]([OH:29])=[O:28])[C@H:12]([C:15]2[CH:20]=[CH:19][CH:18]=[CH:17][CH:16]=2)[CH2:13][CH3:14])(=[O:10])=[O:9])=[CH:4][CH:3]=1.